The task is: Predict the reaction yield, written as a fraction of the theoretical maximum amount of product (1.0 means a 100% yield; for example, 0.34 means a 34% yield).. This data is from Reaction yield outcomes from USPTO patents with 853,638 reactions. The reactants are [F:1][C:2]1[CH:27]=[CH:26][C:5]2[C:6](=[O:25])[N:7]=[C:8]([C:10]3[N:15]=[C:14]([CH2:16][CH2:17][C:18]([O:20]C(C)(C)C)=[O:19])[CH:13]=[CH:12][CH:11]=3)[S:9][C:4]=2[CH:3]=1. The catalyst is FC(F)(F)C(O)=O. The product is [F:1][C:2]1[CH:27]=[CH:26][C:5]2[C:6](=[O:25])[N:7]=[C:8]([C:10]3[N:15]=[C:14]([CH2:16][CH2:17][C:18]([OH:20])=[O:19])[CH:13]=[CH:12][CH:11]=3)[S:9][C:4]=2[CH:3]=1. The yield is 0.990.